From a dataset of Full USPTO retrosynthesis dataset with 1.9M reactions from patents (1976-2016). Predict the reactants needed to synthesize the given product. (1) Given the product [CH3:1][N:2]1[CH2:7][CH2:6][N:5]([CH2:8][C:9]2[CH:14]=[CH:13][C:12]([NH2:15])=[CH:11][CH:10]=2)[CH2:4][CH2:3]1, predict the reactants needed to synthesize it. The reactants are: [CH3:1][N:2]1[CH2:7][CH2:6][N:5]([CH2:8][C:9]2[CH:14]=[CH:13][C:12]([N+:15]([O-])=O)=[CH:11][CH:10]=2)[CH2:4][CH2:3]1.CO.[Cl-].[NH4+]. (2) Given the product [CH2:7]([O:14][C:15]1[CH:16]=[CH:17][C:18]([C:21]2[N:25]([C:26]3[CH:31]=[CH:30][CH:29]=[CH:28][C:27]=3[Cl:32])[N:24]=[C:23]([C:33]([O:35][CH2:39][C:38]([Cl:42])([Cl:41])[Cl:37])=[O:34])[C:22]=2[CH3:36])=[CH:19][CH:20]=1)[C:8]1[CH:13]=[CH:12][CH:11]=[CH:10][CH:9]=1, predict the reactants needed to synthesize it. The reactants are: C(Cl)(=O)C(Cl)=O.[CH2:7]([O:14][C:15]1[CH:20]=[CH:19][C:18]([C:21]2[N:25]([C:26]3[CH:31]=[CH:30][CH:29]=[CH:28][C:27]=3[Cl:32])[N:24]=[C:23]([C:33]([OH:35])=[O:34])[C:22]=2[CH3:36])=[CH:17][CH:16]=1)[C:8]1[CH:13]=[CH:12][CH:11]=[CH:10][CH:9]=1.[Cl:37][C:38]([Cl:42])([Cl:41])[CH2:39]O.CCN(C(C)C)C(C)C. (3) Given the product [CH3:8][C:9](=[CH:15][CH2:16][CH2:17][CH:18]([CH3:21])[CH:19]=[CH2:20])[CH2:10][CH2:11][C:12]#[N:13], predict the reactants needed to synthesize it. The reactants are: C(OC(=O)C)(=O)C.[CH3:8][C:9](=[CH:15][CH2:16][CH2:17][CH:18]([CH3:21])[CH:19]=[CH2:20])[CH2:10][CH2:11][CH:12]=[N:13]O. (4) Given the product [N+:1]([C:2]1[CH:7]=[CH:6][C:5]([B:20]2[O:21][C:22]([CH3:24])([CH3:23])[C:18]([CH3:34])([CH3:17])[O:19]2)=[CH:4][C:3]=1[NH:9][C:10]([N:12]1[CH2:16][CH2:15][CH2:14][CH2:13]1)=[O:11])([O-:37])=[O:40], predict the reactants needed to synthesize it. The reactants are: [NH2:1][C:2]1[CH:7]=[CH:6][C:5](Br)=[CH:4][C:3]=1[NH:9][C:10]([N:12]1[CH2:16][CH2:15][CH2:14][CH2:13]1)=[O:11].[CH3:17][C:18]1([CH3:34])[C:22]([CH3:24])([CH3:23])[O:21][B:20]([B:20]2[O:21][C:22]([CH3:24])([CH3:23])[C:18]([CH3:34])([CH3:17])[O:19]2)[O:19]1.C([O-])(=[O:37])C.[K+].[OH2:40]. (5) Given the product [Br:6][C:7]1[CH:8]=[CH:9][C:10]2[O:11][C:12]([C:20]([O:22][CH2:23][CH3:24])=[O:21])=[C:13]([C:14]([O:16][CH2:17][CH3:18])=[O:15])[C:25]=2[CH:26]=1, predict the reactants needed to synthesize it. The reactants are: OS(O)(=O)=O.[Br:6][C:7]1[CH:26]=[CH:25][C:10]([O:11][CH:12]([C:20]([O:22][CH2:23][CH3:24])=[O:21])[C:13](=O)[C:14]([O:16][CH2:17][CH3:18])=[O:15])=[CH:9][CH:8]=1. (6) Given the product [Br:23][C:24]1[CH:25]=[CH:26][C:27]2[C:28]3[S:36][C:35]([CH:37]=[O:38])=[N:34][C:29]=3[CH:30]=[N:31][C:32]=2[CH:33]=1, predict the reactants needed to synthesize it. The reactants are: CC(OI1(OC(C)=O)(OC(C)=O)OC(=O)C2C=CC=CC1=2)=O.[Br:23][C:24]1[CH:25]=[CH:26][C:27]2[C:28]3[S:36][C:35]([CH2:37][OH:38])=[N:34][C:29]=3[CH:30]=[N:31][C:32]=2[CH:33]=1. (7) Given the product [CH3:33][C@H:34]1[CH2:39][CH2:38][C@H:37]([C:40]([N:15]([CH2:16][C:17]([N:19]2[CH2:24][CH2:23][O:22][CH2:21][CH2:20]2)=[O:18])[C:8]2[CH:7]=[C:6]([C:5]#[C:4][CH2:3][CH:2]([CH3:25])[CH3:1])[S:10][C:9]=2[C:11]([O:13][CH3:14])=[O:12])=[O:41])[CH2:36][CH2:35]1, predict the reactants needed to synthesize it. The reactants are: [CH3:1][CH:2]([CH3:25])[CH2:3][C:4]#[C:5][C:6]1[S:10][C:9]([C:11]([O:13][CH3:14])=[O:12])=[C:8]([NH:15][CH2:16][C:17]([N:19]2[CH2:24][CH2:23][O:22][CH2:21][CH2:20]2)=[O:18])[CH:7]=1.CCN(CC)CC.[CH3:33][C@H:34]1[CH2:39][CH2:38][C@H:37]([C:40](Cl)=[O:41])[CH2:36][CH2:35]1.